From a dataset of Forward reaction prediction with 1.9M reactions from USPTO patents (1976-2016). Predict the product of the given reaction. (1) Given the reactants [NH2:1][C:2]1[CH:3]=[C:4]([CH:8]([OH:12])[CH2:9][C:10]#[N:11])[CH:5]=[CH:6][CH:7]=1.CC1C=CC(S(O[CH2:24][CH:25]([CH2:29][CH2:30][CH3:31])[CH2:26][CH2:27][CH3:28])(=O)=O)=CC=1, predict the reaction product. The product is: [OH:12][CH:8]([C:4]1[CH:5]=[CH:6][CH:7]=[C:2]([NH:1][CH2:24][CH:25]([CH2:29][CH2:30][CH3:31])[CH2:26][CH2:27][CH3:28])[CH:3]=1)[CH2:9][C:10]#[N:11]. (2) The product is: [C:14]([O:13][C:12]([N:11]([C:19]1[CH:24]=[CH:23][C:22]([O:25][CH2:26][CH3:27])=[CH:21][CH:20]=1)[C:6]1[N:5]2[N:28]=[CH:29][CH:30]=[C:4]2[N:3]=[C:2]([NH:31][C@H:32]2[CH2:37][CH2:36][CH2:35][N:34]([C:38]([O:40][C:41]([CH3:44])([CH3:43])[CH3:42])=[O:39])[CH2:33]2)[C:7]=1[CH2:8][CH2:9][OH:10])=[O:18])([CH3:17])([CH3:16])[CH3:15]. Given the reactants Cl[C:2]1[C:7]([CH2:8][CH2:9][OH:10])=[C:6]([N:11]([C:19]2[CH:24]=[CH:23][C:22]([O:25][CH2:26][CH3:27])=[CH:21][CH:20]=2)[C:12](=[O:18])[O:13][C:14]([CH3:17])([CH3:16])[CH3:15])[N:5]2[N:28]=[CH:29][CH:30]=[C:4]2[N:3]=1.[NH2:31][C@H:32]1[CH2:37][CH2:36][CH2:35][N:34]([C:38]([O:40][C:41]([CH3:44])([CH3:43])[CH3:42])=[O:39])[CH2:33]1.Cl, predict the reaction product. (3) The product is: [C:74]([C:69]1[CH:68]=[CH:67][C:66]([C:65]([NH:64][C:60]2[CH:61]=[CH:62][CH:63]=[C:58]([C:57]3[C:52]4[CH:51]=[CH:50][NH:81][C:53]=4[N:54]=[CH:55][N:56]=3)[C:59]=2[CH3:79])=[O:78])=[CH:71][CH:70]=1)([CH3:1])([CH3:76])[CH3:75]. Given the reactants [CH3:1]N(C)C(N1CC=C(C2NC3N=CN=C(C4C=C(F)C=C(N)C=4C)C=3C=2)CC1)=O.C1C2C(Cl)=NC=NC=2NC=1.CN(C)C(N1CC=C([C:50]2[NH:81][C:53]3[N:54]=[CH:55][N:56]=[C:57]([C:58]4[CH:63]=[CH:62][CH:61]=[C:60]([N:64]5CC[C:71]6[C:66](=[CH:67][CH:68]=[C:69]([C:74](O)([CH3:76])[CH3:75])[CH:70]=6)[C:65]5=[O:78])[C:59]=4[CH2:79]O)[C:52]=3[CH:51]=2)CC1)=O, predict the reaction product. (4) Given the reactants [CH2:1]([O:8][C:9]1[C:18]2[C:13](=[CH:14][C:15](Br)=[CH:16][CH:17]=2)[CH:12]=[N:11][C:10]=1[C:20]([O:22][CH3:23])=[O:21])[C:2]1[CH:7]=[CH:6][CH:5]=[CH:4][CH:3]=1.[CH3:24][O:25][C:26]1[CH:33]=[CH:32][C:29]([CH2:30][NH2:31])=[CH:28][CH:27]=1.N1CCC[C@H]1C(O)=O.C([O-])([O-])=O.[K+].[K+], predict the reaction product. The product is: [CH2:1]([O:8][C:9]1[C:18]2[C:13](=[CH:14][C:15]([NH:31][CH2:30][C:29]3[CH:32]=[CH:33][C:26]([O:25][CH3:24])=[CH:27][CH:28]=3)=[CH:16][CH:17]=2)[CH:12]=[N:11][C:10]=1[C:20]([O:22][CH3:23])=[O:21])[C:2]1[CH:7]=[CH:6][CH:5]=[CH:4][CH:3]=1. (5) Given the reactants [C:1]([O:5][C:6](=[O:23])[N:7]([CH2:21][CH3:22])[CH2:8][CH:9]([OH:20])[CH2:10][C:11]1[CH:16]=[CH:15][C:14]([N+:17]([O-])=O)=[CH:13][CH:12]=1)([CH3:4])([CH3:3])[CH3:2], predict the reaction product. The product is: [C:1]([O:5][C:6](=[O:23])[N:7]([CH2:8][CH:9]([OH:20])[CH2:10][C:11]1[CH:12]=[CH:13][C:14]([NH2:17])=[CH:15][CH:16]=1)[CH2:21][CH3:22])([CH3:2])([CH3:3])[CH3:4]. (6) Given the reactants C(N(CC)CC)C.[CH3:8][C:9]([CH2:14][CH2:15][CH3:16])([CH2:12][OH:13])[CH2:10][OH:11].Cl[C:18](Cl)([O:20]C(=O)OC(Cl)(Cl)Cl)Cl, predict the reaction product. The product is: [CH3:8][C:9]1([CH2:14][CH2:15][CH3:16])[CH2:12][O:13][C:18](=[O:20])[O:11][CH2:10]1. (7) Given the reactants [F:1][C:2]([F:27])([F:26])[C:3]1[CH:8]=[CH:7][N:6]2[CH:9]=[C:10]([CH2:12][C@@H:13]3[CH2:18][CH2:17][CH2:16][CH2:15][N:14]3C(OC(C)(C)C)=O)[N:11]=[C:5]2[CH:4]=1, predict the reaction product. The product is: [NH:14]1[CH2:15][CH2:16][CH2:17][CH2:18][C@H:13]1[CH2:12][C:10]1[N:11]=[C:5]2[CH:4]=[C:3]([C:2]([F:1])([F:26])[F:27])[CH:8]=[CH:7][N:6]2[CH:9]=1. (8) Given the reactants [C:1]1([C:7]2[C:14]3[S:13][C:12]([NH2:15])=[N:11][C:10]=3[NH:9][N:8]=2)[CH:6]=[CH:5][CH:4]=[CH:3][CH:2]=1.N1C=CC=CC=1.Cl.[C:23](Cl)(=[O:30])[C:24]1[CH:29]=[CH:28][N:27]=[CH:26][CH:25]=1.[OH-].[Na+].Cl, predict the reaction product. The product is: [C:1]1([C:7]2[C:14]3[S:13][C:12]([NH:15][C:23](=[O:30])[C:24]4[CH:29]=[CH:28][N:27]=[CH:26][CH:25]=4)=[N:11][C:10]=3[NH:9][N:8]=2)[CH:2]=[CH:3][CH:4]=[CH:5][CH:6]=1. (9) Given the reactants [CH2:1]([N:8]1[CH2:17][CH2:16][C:15]2[C:14](Cl)=[N:13][CH:12]=[N:11][C:10]=2[CH2:9]1)[C:2]1[CH:7]=[CH:6][CH:5]=[CH:4][CH:3]=1.[C:19]12(CN)[CH2:28][CH:23]3[CH2:24][CH:25]([CH2:27][CH:21]([CH2:22]3)[CH2:20]1)[CH2:26]2.[CH:31]([N:34](CC)C(C)C)(C)C.C(#N)C, predict the reaction product. The product is: [C:19]12([N:34]([CH3:31])[C:14]3[C:15]4[CH2:16][CH2:17][N:8]([CH2:1][C:2]5[CH:7]=[CH:6][CH:5]=[CH:4][CH:3]=5)[CH2:9][C:10]=4[N:11]=[CH:12][N:13]=3)[CH2:20][CH:21]3[CH2:22][CH:23]([CH2:24][CH:25]([CH2:27]3)[CH2:26]1)[CH2:28]2.